Task: Predict the reactants needed to synthesize the given product.. Dataset: Full USPTO retrosynthesis dataset with 1.9M reactions from patents (1976-2016) Given the product [CH2:15]([NH:14][CH2:22][CH2:23][C:24]1[CH:25]=[CH:26][C:27]([O:30][C:31]2[CH:32]=[CH:33][C:34]([NH2:37])=[CH:35][CH:36]=2)=[CH:28][CH:29]=1)[C:16]1[CH:17]=[CH:18][CH:19]=[CH:20][CH:21]=1, predict the reactants needed to synthesize it. The reactants are: FC(F)(F)C(O)=O.C(OC(=O)[N:14]([CH2:22][CH2:23][C:24]1[CH:29]=[CH:28][C:27]([O:30][C:31]2[CH:36]=[CH:35][C:34]([NH2:37])=[CH:33][CH:32]=2)=[CH:26][CH:25]=1)[CH2:15][C:16]1[CH:21]=[CH:20][CH:19]=[CH:18][CH:17]=1)(C)(C)C.